This data is from Catalyst prediction with 721,799 reactions and 888 catalyst types from USPTO. The task is: Predict which catalyst facilitates the given reaction. (1) The catalyst class is: 1. Reactant: [CH2:1]([O:5][C:6](Cl)=[O:7])[CH2:2][CH2:3][CH3:4].C1C=CC2N(O)N=NC=2C=1.CCN(C(C)C)C(C)C.[Cl-].[C:29]([O:33][C:34]([CH2:36][N:37]1[C:41]2[CH:42]=[CH:43][CH:44]=[CH:45][C:40]=2[N:39]=[C:38]1[S:46][CH2:47][CH2:48][NH3+:49])=[O:35])([CH3:32])([CH3:31])[CH3:30]. Product: [C:29]([O:33][C:34](=[O:35])[CH2:36][N:37]1[C:41]2[CH:42]=[CH:43][CH:44]=[CH:45][C:40]=2[N:39]=[C:38]1[S:46][CH2:47][CH2:48][NH:49][C:6]([O:5][CH2:1][CH2:2][CH2:3][CH3:4])=[O:7])([CH3:32])([CH3:30])[CH3:31]. (2) Reactant: [F:1][C:2]1[CH:11]=[CH:10][C:9]([F:12])=[CH:8][C:3]=1[C:4](=[S:7])[NH:5][NH2:6].[CH3:13][O:14][N:15]([CH2:23][CH2:24][C:25](=O)[C:26]1[CH:31]=[CH:30][CH:29]=[CH:28][CH:27]=1)[C:16](=[O:22])[O:17][C:18]([CH3:21])([CH3:20])[CH3:19]. Product: [F:1][C:2]1[CH:11]=[CH:10][C:9]([F:12])=[CH:8][C:3]=1[C:4]1[S:7][C:25]([CH2:24][CH2:23][N:15]([O:14][CH3:13])[C:16](=[O:22])[O:17][C:18]([CH3:20])([CH3:21])[CH3:19])([C:26]2[CH:31]=[CH:30][CH:29]=[CH:28][CH:27]=2)[NH:6][N:5]=1. The catalyst class is: 8. (3) Reactant: [OH:1][CH2:2][C:3]1[CH:4]=[C:5]([S:9]([NH2:12])(=[O:11])=[O:10])[CH:6]=[CH:7][CH:8]=1.[H-].[Na+].[CH3:15][Si:16]([CH3:23])([CH3:22])[CH2:17][CH2:18][O:19][CH2:20]Cl.P([O-])([O-])([O-])=O. Product: [OH:1][CH2:2][C:3]1[CH:4]=[C:5]([S:9]([N:12]([CH2:20][O:19][CH2:18][CH2:17][Si:16]([CH3:23])([CH3:22])[CH3:15])[CH2:20][O:19][CH2:18][CH2:17][Si:16]([CH3:23])([CH3:22])[CH3:15])(=[O:10])=[O:11])[CH:6]=[CH:7][CH:8]=1. The catalyst class is: 3.